Dataset: Catalyst prediction with 721,799 reactions and 888 catalyst types from USPTO. Task: Predict which catalyst facilitates the given reaction. (1) Reactant: C([Si](C1C=CC=CC=1)(C1C=CC=CC=1)[O:6][CH2:7][CH2:8][C:9]1[N:10]=[C:11]([C:15]2[CH:28]=[CH:27][C:18]([O:19][CH2:20][C:21]3[CH:26]=[CH:25][CH:24]=[CH:23][N:22]=3)=[CH:17][CH:16]=2)[O:12][C:13]=1[CH3:14])(C)(C)C.CCCC[N+](CCCC)(CCCC)CCCC.[F-]. Product: [CH3:14][C:13]1[O:12][C:11]([C:15]2[CH:28]=[CH:27][C:18]([O:19][CH2:20][C:21]3[CH:26]=[CH:25][CH:24]=[CH:23][N:22]=3)=[CH:17][CH:16]=2)=[N:10][C:9]=1[CH2:8][CH2:7][OH:6]. The catalyst class is: 1. (2) Reactant: C(OC([N:8]1[CH2:13][CH2:12][CH:11]([CH2:14][NH:15][C:16]2[NH:20][C:19]3[CH:21]=[CH:22][CH:23]=[C:24]([C:25](=[O:31])[NH:26][CH2:27][CH2:28][O:29][CH3:30])[C:18]=3[N:17]=2)[CH2:10][CH2:9]1)=O)(C)(C)C.O1CCOCC1.Cl. Product: [CH3:30][O:29][CH2:28][CH2:27][NH:26][C:25]([C:24]1[C:18]2[N:17]=[C:16]([NH:15][CH2:14][CH:11]3[CH2:10][CH2:9][NH:8][CH2:13][CH2:12]3)[NH:20][C:19]=2[CH:21]=[CH:22][CH:23]=1)=[O:31]. The catalyst class is: 5. (3) Reactant: [CH2:1]([N:4]1[C:12](=[O:13])[C:11]2[NH:10][C:9]([C:14]34[CH2:21][CH2:20][C:17]([CH:22]=C)([CH2:18][CH2:19]3)[O:16][CH2:15]4)=[N:8][C:7]=2[N:6]([CH2:24][CH2:25][CH3:26])[C:5]1=[O:27])[CH2:2][CH3:3].[O:28]1CCOCC1. Product: [O:27]=[C:5]1[N:6]([CH2:24][CH2:25][CH3:26])[C:7]2[N:8]=[C:9]([C:14]34[CH2:21][CH2:20][C:17]([CH:22]=[O:28])([CH2:18][CH2:19]3)[O:16][CH2:15]4)[NH:10][C:11]=2[C:12](=[O:13])[N:4]1[CH2:1][CH2:2][CH3:3]. The catalyst class is: 664. (4) Reactant: [F:1][C:2]1[CH:7]=[CH:6][C:5]([N:8]2[C:16]3[C:11](=[CH:12][C:13]([C:17]([CH3:22])([CH3:21])[CH2:18][CH:19]=[O:20])=[CH:14][CH:15]=3)[CH:10]=[N:9]2)=[CH:4][CH:3]=1.CC(C)=[O:25].OS(O)(=O)=O.O=[Cr](=O)=O. Product: [F:1][C:2]1[CH:3]=[CH:4][C:5]([N:8]2[C:16]3[C:11](=[CH:12][C:13]([C:17]([CH3:22])([CH3:21])[CH2:18][C:19]([OH:25])=[O:20])=[CH:14][CH:15]=3)[CH:10]=[N:9]2)=[CH:6][CH:7]=1. The catalyst class is: 21. (5) Reactant: [CH3:1][C:2]1[C:3]([CH2:9][N:10]([CH2:16][C:17]2[C:22]([CH:23]([CH3:25])[CH3:24])=[CH:21][CH:20]=[CH:19][N:18]=2)[CH2:11][CH2:12][CH2:13][CH2:14][NH2:15])=[N:4][CH:5]=[C:6]([CH3:8])[CH:7]=1.[S:26](N)([NH2:29])(=[O:28])=[O:27]. Product: [CH3:1][C:2]1[C:3]([CH2:9][N:10]([CH2:16][C:17]2[C:22]([CH:23]([CH3:25])[CH3:24])=[CH:21][CH:20]=[CH:19][N:18]=2)[CH2:11][CH2:12][CH2:13][CH2:14][NH:15][S:26]([NH2:29])(=[O:28])=[O:27])=[N:4][CH:5]=[C:6]([CH3:8])[CH:7]=1. The catalyst class is: 12. (6) Reactant: [CH2:1]([NH:8][C@H:9]([CH3:16])[CH2:10][O:11][CH2:12][C:13](Cl)=[O:14])[C:2]1[CH:7]=[CH:6][CH:5]=[CH:4][CH:3]=1.CC(C)([O-])C.[Na+]. Product: [CH2:1]([N:8]1[C@H:9]([CH3:16])[CH2:10][O:11][CH2:12][C:13]1=[O:14])[C:2]1[CH:7]=[CH:6][CH:5]=[CH:4][CH:3]=1. The catalyst class is: 107. (7) Reactant: [NH2:1][C:2]1[N:6]([C:7]2[CH:12]=[CH:11][CH:10]=[CH:9][CH:8]=2)[N:5]=[C:4]([CH2:13][C:14]#[N:15])[C:3]=1[C:16]#[N:17].[CH3:18][O:19][C:20]1[CH:27]=[CH:26][CH:25]=[C:24]([O:28][CH3:29])[C:21]=1[CH:22]=O.N1CCCCC1. Product: [NH2:1][C:2]1[N:6]([C:7]2[CH:12]=[CH:11][CH:10]=[CH:9][CH:8]=2)[N:5]=[C:4]([C:13]([C:14]#[N:15])=[CH:22][C:21]2[C:24]([O:28][CH3:29])=[CH:25][CH:26]=[CH:27][C:20]=2[O:19][CH3:18])[C:3]=1[C:16]#[N:17]. The catalyst class is: 11. (8) Reactant: [CH3:1][C:2]([O:7][C:8]1[CH:13]=[CH:12][C:11]([O:14][C:15]2[CH:20]=[CH:19][CH:18]=[C:17]([CH2:21][NH:22][C:23](=[O:36])[C:24]3[CH:29]=[CH:28][C:27]([C:30]([F:33])([F:32])[F:31])=[CH:26][C:25]=3[S:34][CH3:35])[CH:16]=2)=[CH:10][C:9]=1[CH3:37])([CH3:6])[C:3]([OH:5])=[O:4].ClC1C=C(C=CC=1)C(OO)=[O:43]. Product: [CH3:35][S:34]([C:25]1[CH:26]=[C:27]([C:30]([F:32])([F:31])[F:33])[CH:28]=[CH:29][C:24]=1[C:23]([NH:22][CH2:21][C:17]1[CH:16]=[C:15]([CH:20]=[CH:19][CH:18]=1)[O:14][C:11]1[CH:12]=[CH:13][C:8]([O:7][C:2]([CH3:1])([CH3:6])[C:3]([OH:5])=[O:4])=[C:9]([CH3:37])[CH:10]=1)=[O:36])=[O:43]. The catalyst class is: 22. (9) The catalyst class is: 11. Reactant: [CH3:1][O:2][C:3](=[O:26])[C:4]([C:7]1(OC(SC)=S)[CH2:10][N:9]([C:11]([O:13][CH2:14][C:15]2[CH:20]=[CH:19][CH:18]=[CH:17][CH:16]=2)=[O:12])[CH2:8]1)([CH3:6])[CH3:5].C([SnH](CCCC)CCCC)CCC.N(/C(C)(C)C#N)=N\C(C)(C)C#N. Product: [CH3:1][O:2][C:3](=[O:26])[C:4]([CH:7]1[CH2:10][N:9]([C:11]([O:13][CH2:14][C:15]2[CH:16]=[CH:17][CH:18]=[CH:19][CH:20]=2)=[O:12])[CH2:8]1)([CH3:6])[CH3:5]. (10) Reactant: [Cl:1][C:2]1[CH:8]=[C:7]([O:9][C:10]2[C:11]3[N:18]([CH3:19])[CH:17]=[CH:16][C:12]=3[N:13]=[CH:14][N:15]=2)[CH:6]=[CH:5][C:3]=1[NH2:4].C(N(CC)CC)C.ClC(Cl)(O[C:31](=[O:37])OC(Cl)(Cl)Cl)Cl.Cl.[F:40][C:41]([F:46])([F:45])[CH2:42][CH2:43][NH2:44]. Product: [Cl:1][C:2]1[CH:8]=[C:7]([O:9][C:10]2[C:11]3[N:18]([CH3:19])[CH:17]=[CH:16][C:12]=3[N:13]=[CH:14][N:15]=2)[CH:6]=[CH:5][C:3]=1[NH:4][C:31]([NH:44][CH2:43][CH2:42][C:41]([F:46])([F:45])[F:40])=[O:37]. The catalyst class is: 4.